From a dataset of Catalyst prediction with 721,799 reactions and 888 catalyst types from USPTO. Predict which catalyst facilitates the given reaction. (1) Reactant: O[CH2:2][C:3]1[CH:8]=[CH:7][C:6]([C:9]2[CH:10]=[N:11][C:12]([O:15][CH2:16][CH:17]3[CH2:22][CH2:21][N:20]([C:23]([O:25][C:26]([CH3:29])([CH3:28])[CH3:27])=[O:24])[CH2:19][CH2:18]3)=[N:13][CH:14]=2)=[CH:5][CH:4]=1.C1(P(C2C=CC=CC=2)C2C=CC=CC=2)C=CC=CC=1.[NH:49]1[CH2:55][C:53](=[O:54])[NH:52][C:50]1=[O:51].CN(C)C(N=NC(N(C)C)=O)=O. Product: [O:51]=[C:50]1[NH:49][CH2:55][C:53](=[O:54])[N:52]1[CH2:2][C:3]1[CH:8]=[CH:7][C:6]([C:9]2[CH:10]=[N:11][C:12]([O:15][CH2:16][CH:17]3[CH2:22][CH2:21][N:20]([C:23]([O:25][C:26]([CH3:29])([CH3:28])[CH3:27])=[O:24])[CH2:19][CH2:18]3)=[N:13][CH:14]=2)=[CH:5][CH:4]=1. The catalyst class is: 1. (2) Reactant: [C:1]([O:5][C:6]([NH:8][C@@H:9]([CH2:13][CH2:14][CH2:15][CH3:16])[C:10]([OH:12])=O)=[O:7])([CH3:4])([CH3:3])[CH3:2].CN1CCCCC1.ClC(OCC)=O.Cl.[CH3:31][NH:32][O:33][CH3:34]. Product: [CH3:34][O:33][N:32]([CH3:31])[C:10]([C@@H:9]([NH:8][C:6](=[O:7])[O:5][C:1]([CH3:2])([CH3:3])[CH3:4])[CH2:13][CH2:14][CH2:15][CH3:16])=[O:12]. The catalyst class is: 4.